This data is from Forward reaction prediction with 1.9M reactions from USPTO patents (1976-2016). The task is: Predict the product of the given reaction. (1) Given the reactants [CH3:1][O:2][C:3](=[O:15])[CH:4]([OH:14])[C:5]1[CH:10]=[CH:9][CH:8]=[C:7]([N+:11]([O-])=O)[CH:6]=1.[C:16](O[C:16]([O:18][C:19]([CH3:22])([CH3:21])[CH3:20])=[O:17])([O:18][C:19]([CH3:22])([CH3:21])[CH3:20])=[O:17], predict the reaction product. The product is: [CH3:1][O:2][C:3](=[O:15])[CH:4]([OH:14])[C:5]1[CH:10]=[CH:9][CH:8]=[C:7]([NH:11][C:16]([O:18][C:19]([CH3:22])([CH3:21])[CH3:20])=[O:17])[CH:6]=1. (2) Given the reactants [CH2:1]([C:3]1[CH:8]=[CH:7][C:6]([CH:9]2[CH2:14][N:13]([C:15]([N:17]3[CH2:22][CH2:21][CH:20]([OH:23])[CH2:19][CH2:18]3)=[O:16])[CH2:12][CH:11]([C:24](O)=O)[CH2:10]2)=[CH:5][CH:4]=1)[CH3:2].[F:27][C:28]1[CH:33]=[CH:32][CH:31]=[CH:30][C:29]=1[C:34](=[NH:37])[NH:35][OH:36], predict the reaction product. The product is: [CH2:1]([C:3]1[CH:8]=[CH:7][C:6]([CH:9]2[CH2:10][CH:11]([C:24]3[O:36][N:35]=[C:34]([C:29]4[CH:30]=[CH:31][CH:32]=[CH:33][C:28]=4[F:27])[N:37]=3)[CH2:12][N:13]([C:15]([N:17]3[CH2:18][CH2:19][CH:20]([OH:23])[CH2:21][CH2:22]3)=[O:16])[CH2:14]2)=[CH:5][CH:4]=1)[CH3:2]. (3) The product is: [C:11]1([CH3:15])[CH:12]=[CH:13][CH:14]=[C:9]([NH2:6])[C:10]=1[NH2:16]. Given the reactants S(=O)(=O)(O)O.[N+:6]([C:9]1[C:10]([N+:16]([O-])=O)=[C:11]([CH3:15])[CH:12]=[CH:13][CH:14]=1)([O-])=O.[H][H], predict the reaction product. (4) The product is: [CH2:8]([N:10]1[C:16](=[O:17])[C:15]([CH3:19])([CH3:18])[C:14](=[O:20])[N:13]([CH3:21])[C:12]2[CH:22]=[C:23]([CH2:26][NH:27][S:37]([C:32]3[CH:33]=[CH:34][CH:35]=[CH:36][C:31]=3[N+:28]([O-:30])=[O:29])(=[O:38])=[O:39])[CH:24]=[CH:25][C:11]1=2)[CH3:9]. Given the reactants C(N(CC)CC)C.[CH2:8]([N:10]1[C:16](=[O:17])[C:15]([CH3:19])([CH3:18])[C:14](=[O:20])[N:13]([CH3:21])[C:12]2[CH:22]=[C:23]([CH2:26][NH2:27])[CH:24]=[CH:25][C:11]1=2)[CH3:9].[N+:28]([C:31]1[CH:36]=[CH:35][CH:34]=[CH:33][C:32]=1[S:37](Cl)(=[O:39])=[O:38])([O-:30])=[O:29].C(=O)(O)[O-].[Na+], predict the reaction product. (5) Given the reactants [O:1]1[CH2:6][CH2:5][N:4]([C:7]2[C:8]3[N:9]([C:13]([C:28]4[CH:29]=[CH:30][C:31]([C:34]#[N:35])=[N:32][CH:33]=4)=[C:14]([CH2:16][O:17][C:18]4[CH:27]=[CH:26][C:25]5[C:20](=[CH:21][CH:22]=[CH:23][CH:24]=5)[N:19]=4)[N:15]=3)[N:10]=[CH:11][CH:12]=2)[CH2:3][CH2:2]1.[N-:36]=[N+:37]=[N-:38].[Na+].Cl.C(N(CC)CC)C, predict the reaction product. The product is: [NH:36]1[C:34]([C:31]2[N:32]=[CH:33][C:28]([C:13]3[N:9]4[N:10]=[CH:11][CH:12]=[C:7]([N:4]5[CH2:5][CH2:6][O:1][CH2:2][CH2:3]5)[C:8]4=[N:15][C:14]=3[CH2:16][O:17][C:18]3[CH:27]=[CH:26][C:25]4[C:20](=[CH:21][CH:22]=[CH:23][CH:24]=4)[N:19]=3)=[CH:29][CH:30]=2)=[N:35][N:38]=[N:37]1. (6) The product is: [C:1]([C:3]1[C:4]([O:33][CH3:34])=[C:5]([CH2:13][N:14]([CH3:32])[C:15](=[O:31])[CH:16]([C:23]2[CH:28]=[CH:27][CH:26]=[C:25]([O:29][CH3:30])[CH:24]=2)[N:17]2[CH2:22][CH2:21][N:20]([CH3:35])[CH2:19][CH2:18]2)[C:6]2[C:11]([CH:12]=1)=[CH:10][CH:9]=[CH:8][CH:7]=2)#[N:2]. Given the reactants [C:1]([C:3]1[C:4]([O:33][CH3:34])=[C:5]([CH2:13][N:14]([CH3:32])[C:15](=[O:31])[CH:16]([C:23]2[CH:28]=[CH:27][CH:26]=[C:25]([O:29][CH3:30])[CH:24]=2)[N:17]2[CH2:22][CH2:21][NH:20][CH2:19][CH2:18]2)[C:6]2[C:11]([CH:12]=1)=[CH:10][CH:9]=[CH:8][CH:7]=2)#[N:2].[CH:35](O)=O.C=O.C([O-])(O)=O.[Na+], predict the reaction product. (7) Given the reactants [NH2:1][C@@H:2]([C:6]([OH:8])=[O:7])[C@H:3]([CH3:5])[OH:4].C([O-])(O)=O.[Na+].C(=O)([O-])OC1C(CCOCCC2C=CC=CC=2)=CC=CN=1.[CH2:35]([O:43][CH2:44][CH2:45][O:46][C:47](N1C=CC=CC1=O)=[O:48])[CH2:36][C:37]1[CH:42]=[CH:41][CH:40]=[CH:39][CH:38]=1, predict the reaction product. The product is: [OH:4][C@@H:3]([CH3:5])[C@@H:2]([NH:1][C:47]([O:46][CH2:45][CH2:44][O:43][CH2:35][CH2:36][C:37]1[CH:38]=[CH:39][CH:40]=[CH:41][CH:42]=1)=[O:48])[C:6]([OH:8])=[O:7]. (8) Given the reactants [Cl:1][C:2]1[CH:7]=[C:6]([O:8]C)[CH:5]=[CH:4][C:3]=1[CH:10]([CH3:27])[C:11]([C:17]1[CH:26]=[CH:25][CH:24]=[C:23]2[C:18]=1[CH:19]=[CH:20][N:21]=[CH:22]2)([OH:16])[C:12]([F:15])([F:14])[F:13].B(Br)(Br)Br.C([O-])(O)=O.[Na+], predict the reaction product. The product is: [Cl:1][C:2]1[CH:7]=[C:6]([OH:8])[CH:5]=[CH:4][C:3]=1[CH:10]([CH3:27])[C:11]([OH:16])([C:17]1[CH:26]=[CH:25][CH:24]=[C:23]2[C:18]=1[CH:19]=[CH:20][N:21]=[CH:22]2)[C:12]([F:14])([F:13])[F:15]. (9) Given the reactants [Cl-].[Cl-].[C:3]([C:6]1[CH:7]=[CH:8][C:9]2[C:10]([CH:30]3[CH2:35][CH2:34][CH2:33][CH2:32][CH2:31]3)=[C:11]3[C:18]4[CH:19]=[CH:20][CH:21]=[CH:22][C:17]=4[CH2:16][NH+:15]([CH2:23][CH2:24][NH+:25]([CH3:27])[CH3:26])[CH2:14][CH2:13][N:12]3[C:28]=2[CH:29]=1)(O)=[O:4].[N:36]1([S:42]([NH2:45])(=[O:44])=[O:43])[CH2:41][CH2:40][O:39][CH2:38][CH2:37]1.CCN=C=NCCCN(C)C, predict the reaction product. The product is: [CH:30]1([C:10]2[C:9]3[CH:8]=[CH:7][C:6]([C:3]([NH:45][S:42]([N:36]4[CH2:41][CH2:40][O:39][CH2:38][CH2:37]4)(=[O:44])=[O:43])=[O:4])=[CH:29][C:28]=3[N:12]3[CH2:13][CH2:14][N:15]([CH2:23][CH2:24][N:25]([CH3:26])[CH3:27])[CH2:16][C:17]4[CH:22]=[CH:21][CH:20]=[CH:19][C:18]=4[C:11]=23)[CH2:35][CH2:34][CH2:33][CH2:32][CH2:31]1. (10) The product is: [OH:1][CH2:2][CH2:3][CH:4]([CH2:6][CH2:7][CH2:8][CH2:9][CH2:10][CH2:11][CH2:12][CH2:13][CH2:14][CH2:15][CH2:16][CH3:17])[NH2:5]=[O:18]. Given the reactants [OH:1][CH2:2][CH2:3][CH:4]([CH2:6][CH2:7][CH2:8][CH2:9][CH2:10][CH2:11][CH2:12][CH2:13][CH2:14][CH2:15][CH2:16][CH3:17])[NH2:5].[OH:18]O, predict the reaction product.